Dataset: Catalyst prediction with 721,799 reactions and 888 catalyst types from USPTO. Task: Predict which catalyst facilitates the given reaction. (1) Reactant: [F:1][C:2]1[CH:16]=[C:15]([CH2:17][N:18]2[CH2:22][CH2:21][CH:20]([C:23]3[CH:28]=[CH:27][CH:26]=[CH:25][CH:24]=3)[CH2:19]2)[CH:14]=[CH:13][C:3]=1[O:4][C:5]1[CH:12]=[CH:11][C:8]([C:9]#[N:10])=[CH:7][N:6]=1.C(=O)([O-])[O-:30].[K+].[K+].OO. Product: [F:1][C:2]1[CH:16]=[C:15]([CH2:17][N:18]2[CH2:22][CH2:21][CH:20]([C:23]3[CH:28]=[CH:27][CH:26]=[CH:25][CH:24]=3)[CH2:19]2)[CH:14]=[CH:13][C:3]=1[O:4][C:5]1[CH:12]=[CH:11][C:8]([C:9]([NH2:10])=[O:30])=[CH:7][N:6]=1. The catalyst class is: 16. (2) Reactant: [CH:1]([CH:3]=O)=[O:2].[CH:5]1([NH:11][N:12]=[CH:13][C:14](=[O:16])[CH3:15])[CH2:10][CH2:9][CH2:8][CH2:7][CH2:6]1. Product: [OH:16][C:14]1[C:13]([C:1](=[O:2])[CH3:3])=[N:12][N:11]([CH:5]2[CH2:10][CH2:9][CH2:8][CH2:7][CH2:6]2)[CH:15]=1. The catalyst class is: 6. (3) Reactant: [C:1]([NH:4][C:5]([NH2:7])=[NH:6])(=[O:3])[CH3:2].Cl[CH2:9][C:10](=O)[CH3:11]. Product: [CH3:11][C:10]1[N:6]=[C:5]([NH:4][C:1](=[O:3])[CH3:2])[NH:7][CH:9]=1. The catalyst class is: 10. (4) Reactant: CCN(C(C)C)C(C)C.[O:10]1[CH:14]=[CH:13][CH:12]=[C:11]1[C:15]([OH:17])=O.CCN=C=NCCCN(C)C.C1C=CC2N(O)N=NC=2C=1.[O:39]=[C:40]([N:58]1[CH2:63][CH2:62][NH:61][CH2:60][CH2:59]1)[CH2:41][NH:42][C:43](=[O:57])[C:44]1[CH:49]=[CH:48][C:47]([O:50][C:51]2[CH:56]=[CH:55][CH:54]=[CH:53][CH:52]=2)=[CH:46][CH:45]=1. Product: [O:10]1[CH:14]=[CH:13][CH:12]=[C:11]1[C:15]([N:61]1[CH2:62][CH2:63][N:58]([C:40](=[O:39])[CH2:41][NH:42][C:43](=[O:57])[C:44]2[CH:45]=[CH:46][C:47]([O:50][C:51]3[CH:52]=[CH:53][CH:54]=[CH:55][CH:56]=3)=[CH:48][CH:49]=2)[CH2:59][CH2:60]1)=[O:17]. The catalyst class is: 18. (5) Reactant: [H-].[Na+].C1COCC1.CC1C=CC(S(O[CH2:19][CH2:20][N:21]2[CH:25]=[C:24]([I:26])[CH:23]=[C:22]2[CH2:27][OH:28])(=O)=O)=CC=1. Product: [I:26][C:24]1[CH:23]=[C:22]2[N:21]([CH:25]=1)[CH2:20][CH2:19][O:28][CH2:27]2. The catalyst class is: 6.